Task: Predict the reactants needed to synthesize the given product.. Dataset: Retrosynthesis with 50K atom-mapped reactions and 10 reaction types from USPTO (1) Given the product COC(CCN1CCC(c2cccc(NC(=O)C(C)C)c2)CC1)c1ccc(Cl)cc1, predict the reactants needed to synthesize it. The reactants are: CC(C)C(=O)Nc1cccc(C2CCNCC2)c1.COC(CCCl)c1ccc(Cl)cc1. (2) Given the product COc1ccc(C2=C(c3ccc(F)cc3F)c3ccc(OCCN4CCOCC4)cc3C2=O)cn1, predict the reactants needed to synthesize it. The reactants are: COc1ccc(B(O)O)cn1.O=C1C(Br)=C(c2ccc(F)cc2F)c2ccc(OCCN3CCOCC3)cc21. (3) Given the product NNc1nc(NCc2ccc(Cl)nc2)nc(Nc2ccc(F)c(C(F)(F)F)c2)n1, predict the reactants needed to synthesize it. The reactants are: Fc1ccc(Nc2nc(Cl)nc(NCc3ccc(Cl)nc3)n2)cc1C(F)(F)F.NN.